From a dataset of Forward reaction prediction with 1.9M reactions from USPTO patents (1976-2016). Predict the product of the given reaction. (1) Given the reactants Cl[C:2]1[N:7]=[CH:6][C:5]2[N:8]=[CH:9][N:10]([CH:11]([CH3:13])[CH3:12])[C:4]=2[CH:3]=1.[CH2:14]1[C:18]2([CH2:22][O:21][CH2:20][CH2:19]2)[CH2:17][N:16]([C:23]2[N:28]=[C:27]([NH2:29])[CH:26]=[CH:25][N:24]=2)[CH2:15]1.C1(P(C2CCCCC2)C2C=CC=CC=2C2C(C(C)C)=CC(C(C)C)=CC=2C(C)C)CCCCC1.C(=O)([O-])[O-].[Cs+].[Cs+], predict the reaction product. The product is: [CH2:22]1[C:18]2([CH2:14][CH2:15][N:16]([C:23]3[N:28]=[C:27]([NH:29][C:2]4[N:7]=[CH:6][C:5]5[N:8]=[CH:9][N:10]([CH:11]([CH3:13])[CH3:12])[C:4]=5[CH:3]=4)[CH:26]=[CH:25][N:24]=3)[CH2:17]2)[CH2:19][CH2:20][O:21]1. (2) Given the reactants [C:1]([NH:18][C@H:19]([C:23]([OH:25])=[O:24])[CH:20]([CH3:22])[CH3:21])([O:3][CH2:4][CH:5]1[C:17]2[C:12](=[CH:13][CH:14]=[CH:15][CH:16]=2)[C:11]2[C:6]1=[CH:7][CH:8]=[CH:9][CH:10]=2)=[O:2].CCN(C(C)C)C(C)C.[Cl-].[Cl:36][C:37]1[CH:92]=[CH:91][C:40]([CH2:41][N:42]([CH2:53][C:54]2[CH:59]=[CH:58][CH:57]=[C:56]([CH2:60][NH:61][C:62](=[O:90])[CH2:63][C@H:64](O)/[CH:65]=[CH:66]/[CH2:67][CH2:68][S:69][C:70]([C:83]3[CH:88]=[CH:87][CH:86]=[CH:85][CH:84]=3)([C:77]3[CH:82]=[CH:81][CH:80]=[CH:79][CH:78]=3)[C:71]3[CH:76]=[CH:75][CH:74]=[CH:73][CH:72]=3)[N:55]=2)[CH2:43][C:44]([O:46][CH2:47][CH2:48][Si:49]([CH3:52])([CH3:51])[CH3:50])=[O:45])=[CH:39][CH:38]=1, predict the reaction product. The product is: [CH:7]1[C:6]2[CH:5]([CH2:4][O:3][C:1]([NH:18][C@@H:19]([C:23]([O:25][C@H:64](/[CH:65]=[CH:66]/[CH2:67][CH2:68][S:69][C:70]([C:71]3[CH:76]=[CH:75][CH:74]=[CH:73][CH:72]=3)([C:83]3[CH:84]=[CH:85][CH:86]=[CH:87][CH:88]=3)[C:77]3[CH:82]=[CH:81][CH:80]=[CH:79][CH:78]=3)[CH2:63][C:62]([NH:61][CH2:60][C:56]3[CH:57]=[CH:58][CH:59]=[C:54]([CH2:53][N:42]([CH2:41][C:40]4[CH:39]=[CH:38][C:37]([Cl:36])=[CH:92][CH:91]=4)[CH2:43][C:44](=[O:45])[O:46][CH2:47][CH2:48][Si:49]([CH3:52])([CH3:50])[CH3:51])[N:55]=3)=[O:90])=[O:24])[CH:20]([CH3:21])[CH3:22])=[O:2])[C:17]3[C:12](=[CH:13][CH:14]=[CH:15][CH:16]=3)[C:11]=2[CH:10]=[CH:9][CH:8]=1. (3) Given the reactants Br[CH:2]([C:7]([C:9]1[CH:14]=[CH:13][C:12]([Cl:15])=[CH:11][CH:10]=1)=O)[CH2:3][C:4]([OH:6])=[O:5].[O:16]([C:23]1[CH:28]=[CH:27][CH:26]=[CH:25][C:24]=1[CH2:29][C:30]([NH2:32])=[S:31])[C:17]1[CH:22]=[CH:21][CH:20]=[CH:19][CH:18]=1, predict the reaction product. The product is: [Cl:15][C:12]1[CH:13]=[CH:14][C:9]([C:7]2[N:32]=[C:30]([CH2:29][C:24]3[CH:25]=[CH:26][CH:27]=[CH:28][C:23]=3[O:16][C:17]3[CH:22]=[CH:21][CH:20]=[CH:19][CH:18]=3)[S:31][C:2]=2[CH2:3][C:4]([OH:6])=[O:5])=[CH:10][CH:11]=1. (4) The product is: [Cl:11][C:9]1[CH:8]=[CH:7][C:5]([O:6][CH2:23][CH2:24][Cl:25])=[C:4]([CH:10]=1)[C:3]([O:2][CH3:1])=[O:12]. Given the reactants [CH3:1][O:2][C:3](=[O:12])[C:4]1[C:5](=[CH:7][CH:8]=[C:9]([Cl:11])[CH:10]=1)[OH:6].C1(C)C=CC(S(O[CH2:23][CH2:24][Cl:25])(=O)=O)=CC=1.C([O-])([O-])=O.[K+].[K+], predict the reaction product. (5) Given the reactants C(O[C:4]1[C:5](=[O:12])[C:6](=[O:11])[C:7]=1[O:8][CH2:9][CH3:10])C.C(N(CC)CC)C.[CH3:20][NH:21][CH2:22][CH2:23][CH:24]1[O:29][CH2:28][CH2:27][N:26]([C:30]([O:32][CH2:33][C:34]2[CH:39]=[C:38]([Cl:40])[CH:37]=[C:36]([Cl:41])[CH:35]=2)=[O:31])[CH2:25]1, predict the reaction product. The product is: [CH2:9]([O:8][C:7]1[C:6](=[O:11])[C:5](=[O:12])[C:4]=1[N:21]([CH3:20])[CH2:22][CH2:23][CH:24]1[O:29][CH2:28][CH2:27][N:26]([C:30]([O:32][CH2:33][C:34]2[CH:39]=[C:38]([Cl:40])[CH:37]=[C:36]([Cl:41])[CH:35]=2)=[O:31])[CH2:25]1)[CH3:10]. (6) Given the reactants [CH3:1][O:2][C:3]([C:5]12[CH2:14][CH:9]3[CH2:10][CH:11]([CH2:13][C:7]([C:15]([NH:17][CH:18]([CH2:26][C:27]#[CH:28])[C:19]([O:21][C:22]([CH3:25])([CH3:24])[CH3:23])=[O:20])=[O:16])([CH2:8]3)[CH2:6]1)[CH2:12]2)=[O:4].[CH3:29][N:30]([CH3:37])[C:31](=[O:36])[CH2:32]C(C)=O, predict the reaction product. The product is: [CH3:1][O:2][C:3]([C:5]12[CH2:14][CH:9]3[CH2:10][CH:11]([CH2:13][C:7]([C:15]([NH:17][CH:18]([CH2:26][C:27]#[C:28][CH2:32][C:31]([N:30]([CH3:37])[CH3:29])=[O:36])[C:19]([O:21][C:22]([CH3:23])([CH3:24])[CH3:25])=[O:20])=[O:16])([CH2:8]3)[CH2:6]1)[CH2:12]2)=[O:4].